This data is from Full USPTO retrosynthesis dataset with 1.9M reactions from patents (1976-2016). The task is: Predict the reactants needed to synthesize the given product. (1) Given the product [C:1]([NH:4][C@:5]1([C@@H:60]([CH2:62][CH3:63])[CH3:61])[CH2:9][CH2:8][N:7]([C@@H:10]([CH2:51][CH2:52][C:53]2[CH:54]=[CH:55][CH:56]=[CH:57][CH:58]=2)[C:11]([NH:13][C@@H:14]([CH2:42][C:43]2[CH:44]=[C:45]([F:50])[CH:46]=[C:47]([F:49])[CH:48]=2)[C@H:15]([OH:16])[C@H:17]2[CH2:21][C@H:20]([O:22][C:23]3[CH:24]=[CH:25][CH:26]=[CH:27][CH:28]=3)[CH2:19][NH:18]2)=[O:12])[C:6]1=[O:59])(=[O:3])[CH3:2], predict the reactants needed to synthesize it. The reactants are: [C:1]([NH:4][C@:5]1([C@@H:60]([CH2:62][CH3:63])[CH3:61])[CH2:9][CH2:8][N:7]([C@@H:10]([CH2:51][CH2:52][C:53]2[CH:58]=[CH:57][CH:56]=[CH:55][CH:54]=2)[C:11]([NH:13][C@@H:14]([CH2:42][C:43]2[CH:48]=[C:47]([F:49])[CH:46]=[C:45]([F:50])[CH:44]=2)[C@@H:15]([C@H:17]2[CH2:21][C@H:20]([O:22][C:23]3[CH:28]=[CH:27][CH:26]=[CH:25][CH:24]=3)[CH2:19][N:18]2C(C2C=CC=CC=2)C2C=CC=CC=2)[OH:16])=[O:12])[C:6]1=[O:59])(=[O:3])[CH3:2].C(N[C@]1([C@@H](CC)C)CCN([C@@H](CCC2C=CC=CC=2)C(O)=O)C1=O)(=O)C.CN(C(ON1N=NC2C=CC=NC1=2)=[N+](C)C)C.F[P-](F)(F)(F)(F)F.N[C@@H](CC1C=C(F)C=C(F)C=1)[C@@H]([C@H]1C[C@H](OC2C=CC=CC=2)CN1C(C1C=CC=CC=1)C1C=CC=CC=1)O.CN1CCOCC1. (2) Given the product [NH2:1][CH2:2][CH2:3][N:4]1[CH2:9][CH2:8][N:7]([C:18]([O:20][CH2:21][C:22]2[CH:27]=[CH:26][CH:25]=[CH:24][CH:23]=2)=[O:19])[CH2:6][CH2:5]1, predict the reactants needed to synthesize it. The reactants are: [NH2:1][CH2:2][CH2:3][N:4]1[CH2:9][CH2:8][NH:7][CH2:6][CH2:5]1.C(N(CC)CC)C.Cl[C:18]([O:20][CH2:21][C:22]1[CH:27]=[CH:26][CH:25]=[CH:24][CH:23]=1)=[O:19].C(=O)([O-])O.[Na+]. (3) Given the product [CH3:1][O:2][C:3]1[CH:4]=[CH:5][C:6]([CH2:9][C:10]([N:56]2[CH2:57][CH2:58][C:52]3([CH2:51][N:50]([C@H:46]4[C:47]5[C:43](=[CH:42][C:41]([C:37]6[CH:36]=[C:35]([CH3:34])[N:40]=[CH:39][N:38]=6)=[CH:49][CH:48]=5)[CH2:44][CH2:45]4)[CH2:53]3)[CH2:54][CH2:55]2)=[O:12])=[N:7][CH:8]=1, predict the reactants needed to synthesize it. The reactants are: [CH3:1][O:2][C:3]1[CH:4]=[CH:5][C:6]([CH2:9][C:10]([OH:12])=O)=[N:7][CH:8]=1.C(N1C=CN=C1)(N1C=CN=C1)=O.C(N(CC)CC)C.Cl.Cl.[CH3:34][C:35]1[N:40]=[CH:39][N:38]=[C:37]([C:41]2[CH:42]=[C:43]3[C:47](=[CH:48][CH:49]=2)[CH:46]([N:50]2[CH2:53][C:52]4([CH2:58][CH2:57][NH:56][CH2:55][CH2:54]4)[CH2:51]2)[CH2:45][CH2:44]3)[CH:36]=1.[OH-].[Na+]. (4) Given the product [F:7][C:8]1[CH:13]=[CH:12][C:11]([C:14]2[O:15][C:16]3[CH:25]=[C:24]([N:26]([CH3:31])[S:27]([CH3:30])(=[O:28])=[O:29])[C:23]([C:32]4[CH:37]=[CH:36][CH:35]=[C:34]([C:38](=[O:49])[NH:39][C:40]([C:43]5[CH:44]=[CH:45][CH:46]=[CH:47][CH:48]=5)([CH3:41])[CH3:42])[CH:33]=4)=[CH:22][C:17]=3[C:18]=2[C:19]([NH:51][CH3:50])=[O:21])=[CH:10][CH:9]=1, predict the reactants needed to synthesize it. The reactants are: C(Cl)(=O)C(Cl)=O.[F:7][C:8]1[CH:13]=[CH:12][C:11]([C:14]2[O:15][C:16]3[CH:25]=[C:24]([N:26]([CH3:31])[S:27]([CH3:30])(=[O:29])=[O:28])[C:23]([C:32]4[CH:37]=[CH:36][CH:35]=[C:34]([C:38](=[O:49])[NH:39][C:40]([C:43]5[CH:48]=[CH:47][CH:46]=[CH:45][CH:44]=5)([CH3:42])[CH3:41])[CH:33]=4)=[CH:22][C:17]=3[C:18]=2[C:19]([OH:21])=O)=[CH:10][CH:9]=1.[CH3:50][N:51](C=O)C.CCN(C(C)C)C(C)C.CN. (5) Given the product [CH2:1]([NH:8][CH:9]([C:14]1[CH:19]=[CH:18][C:17]([Br:20])=[CH:16][N:15]=1)[C:10]([F:13])([F:11])[F:12])[C:2]1[CH:3]=[CH:4][CH:5]=[CH:6][CH:7]=1, predict the reactants needed to synthesize it. The reactants are: [CH2:1](/[N:8]=[C:9](\[C:14]1[CH:19]=[CH:18][C:17]([Br:20])=[CH:16][N:15]=1)/[C:10]([F:13])([F:12])[F:11])[C:2]1[CH:7]=[CH:6][CH:5]=[CH:4][CH:3]=1.C(O[BH-](OC(=O)C)OC(=O)C)(=O)C.[Na+]. (6) Given the product [CH2:1]([O:8][C:9]1[CH:14]=[C:13]([C:12]([O:15][CH2:16][O:17][CH3:18])=[CH:11][N:10]=1)[C:19]([OH:21])=[O:20])[C:2]1[CH:7]=[CH:6][CH:5]=[CH:4][CH:3]=1, predict the reactants needed to synthesize it. The reactants are: [CH2:1]([O:8][C:9]1[CH:14]=[CH:13][C:12]([O:15][CH2:16][O:17][CH3:18])=[CH:11][N:10]=1)[C:2]1[CH:7]=[CH:6][CH:5]=[CH:4][CH:3]=1.[C:19](=[O:21])=[O:20].Cl. (7) Given the product [ClH:34].[NH2:8][CH:9]([C:28](=[O:32])[N:29]([CH3:31])[CH3:30])[CH2:10][C:11]1[CH:12]=[CH:13][C:14]([C:17]2[CH:22]=[CH:21][C:20]([CH2:23][CH2:24][C:25]([OH:27])=[O:26])=[CH:19][CH:18]=2)=[CH:15][CH:16]=1, predict the reactants needed to synthesize it. The reactants are: C(OC([NH:8][CH:9]([C:28](=[O:32])[N:29]([CH3:31])[CH3:30])[CH2:10][C:11]1[CH:16]=[CH:15][C:14]([C:17]2[CH:22]=[CH:21][C:20]([CH2:23][CH2:24][C:25]([OH:27])=[O:26])=[CH:19][CH:18]=2)=[CH:13][CH:12]=1)=O)(C)(C)C.C(Cl)[Cl:34].